This data is from Peptide-MHC class II binding affinity with 134,281 pairs from IEDB. The task is: Regression. Given a peptide amino acid sequence and an MHC pseudo amino acid sequence, predict their binding affinity value. This is MHC class II binding data. The peptide sequence is RCALHWFPGSHLLAC. The MHC is DRB1_0404 with pseudo-sequence DRB1_0404. The binding affinity (normalized) is 0.428.